From a dataset of Forward reaction prediction with 1.9M reactions from USPTO patents (1976-2016). Predict the product of the given reaction. (1) Given the reactants [OH:1][CH2:2][CH2:3][N:4]([CH3:16])[CH:5]1[CH2:8][N:7]([C:9]([O:11][C:12]([CH3:15])([CH3:14])[CH3:13])=[O:10])[CH2:6]1.[CH3:17][S:18](Cl)(=[O:20])=[O:19], predict the reaction product. The product is: [CH3:16][N:4]([CH2:3][CH2:2][O:1][S:18]([CH3:17])(=[O:20])=[O:19])[CH:5]1[CH2:8][N:7]([C:9]([O:11][C:12]([CH3:13])([CH3:15])[CH3:14])=[O:10])[CH2:6]1. (2) Given the reactants [CH2:1]([O:8][C:9]1[C:10]([C:33]([O:35]C(C)(C)C)=[O:34])=[N:11][C:12]([CH2:16][CH:17]2[CH2:22][CH2:21][N:20]([C:23]3[CH:28]=[CH:27][C:26]([C:29]([CH3:32])([CH3:31])[CH3:30])=[CH:25][CH:24]=3)[CH2:19][CH2:18]2)=[N:13][C:14]=1[CH3:15])[C:2]1[CH:7]=[CH:6][CH:5]=[CH:4][CH:3]=1.[OH-].[Na+].Cl, predict the reaction product. The product is: [CH2:1]([O:8][C:9]1[C:10]([C:33]([OH:35])=[O:34])=[N:11][C:12]([CH2:16][CH:17]2[CH2:18][CH2:19][N:20]([C:23]3[CH:28]=[CH:27][C:26]([C:29]([CH3:30])([CH3:31])[CH3:32])=[CH:25][CH:24]=3)[CH2:21][CH2:22]2)=[N:13][C:14]=1[CH3:15])[C:2]1[CH:7]=[CH:6][CH:5]=[CH:4][CH:3]=1.